This data is from NCI-60 drug combinations with 297,098 pairs across 59 cell lines. The task is: Regression. Given two drug SMILES strings and cell line genomic features, predict the synergy score measuring deviation from expected non-interaction effect. (1) Drug 1: C1CC(=O)NC(=O)C1N2CC3=C(C2=O)C=CC=C3N. Drug 2: C1CN1P(=S)(N2CC2)N3CC3. Cell line: CCRF-CEM. Synergy scores: CSS=22.0, Synergy_ZIP=-4.63, Synergy_Bliss=-2.98, Synergy_Loewe=-38.1, Synergy_HSA=-0.930. (2) Drug 1: C1CC(=O)NC(=O)C1N2CC3=C(C2=O)C=CC=C3N. Drug 2: C1CN(CCN1C(=O)CCBr)C(=O)CCBr. Cell line: SF-268. Synergy scores: CSS=15.5, Synergy_ZIP=-1.32, Synergy_Bliss=1.10, Synergy_Loewe=-3.46, Synergy_HSA=2.44. (3) Drug 1: CS(=O)(=O)C1=CC(=C(C=C1)C(=O)NC2=CC(=C(C=C2)Cl)C3=CC=CC=N3)Cl. Drug 2: CC1=CC=C(C=C1)C2=CC(=NN2C3=CC=C(C=C3)S(=O)(=O)N)C(F)(F)F. Cell line: SK-MEL-5. Synergy scores: CSS=3.74, Synergy_ZIP=3.11, Synergy_Bliss=9.96, Synergy_Loewe=5.41, Synergy_HSA=5.88. (4) Drug 1: CCC1=CC2CC(C3=C(CN(C2)C1)C4=CC=CC=C4N3)(C5=C(C=C6C(=C5)C78CCN9C7C(C=CC9)(C(C(C8N6C)(C(=O)OC)O)OC(=O)C)CC)OC)C(=O)OC.C(C(C(=O)O)O)(C(=O)O)O. Drug 2: C(CC(=O)O)C(=O)CN.Cl. Cell line: DU-145. Synergy scores: CSS=61.6, Synergy_ZIP=-3.85, Synergy_Bliss=-2.26, Synergy_Loewe=-50.2, Synergy_HSA=-1.24. (5) Drug 1: CNC(=O)C1=CC=CC=C1SC2=CC3=C(C=C2)C(=NN3)C=CC4=CC=CC=N4. Drug 2: CC1C(C(CC(O1)OC2CC(CC3=C2C(=C4C(=C3O)C(=O)C5=C(C4=O)C(=CC=C5)OC)O)(C(=O)C)O)N)O.Cl. Cell line: OVCAR3. Synergy scores: CSS=26.1, Synergy_ZIP=-4.94, Synergy_Bliss=5.65, Synergy_Loewe=-14.5, Synergy_HSA=2.53.